Task: Predict the product of the given reaction.. Dataset: Forward reaction prediction with 1.9M reactions from USPTO patents (1976-2016) Given the reactants C(OC([N:8]1[CH2:13][CH2:12][N:11]([C:14]2[S:15][C:16]([S:19]([C:22]3[CH:23]=[N:24][CH:25]=[CH:26][CH:27]=3)(=[O:21])=[O:20])=[CH:17][N:18]=2)[CH2:10][CH2:9]1)=O)(C)(C)C.[ClH:28], predict the reaction product. The product is: [ClH:28].[N:24]1[CH:25]=[CH:26][CH:27]=[C:22]([S:19]([C:16]2[S:15][C:14]([N:11]3[CH2:10][CH2:9][NH:8][CH2:13][CH2:12]3)=[N:18][CH:17]=2)(=[O:20])=[O:21])[CH:23]=1.